This data is from Full USPTO retrosynthesis dataset with 1.9M reactions from patents (1976-2016). The task is: Predict the reactants needed to synthesize the given product. Given the product [CH3:1][O:2][C:3]([C:5]1[N:6]([C:19]2[CH:20]=[CH:21][C:22]([O:25][CH:26]([CH3:28])[CH3:27])=[CH:23][CH:24]=2)[C:7]2[C:12]([C:13]=1[C:14]([O:16][CH3:17])=[O:15])=[CH:11][C:10]([O:18][C:34]1[CH:33]=[CH:32][CH:31]=[C:30]([Cl:29])[CH:35]=1)=[CH:9][CH:8]=2)=[O:4], predict the reactants needed to synthesize it. The reactants are: [CH3:1][O:2][C:3]([C:5]1[N:6]([C:19]2[CH:24]=[CH:23][C:22]([O:25][CH:26]([CH3:28])[CH3:27])=[CH:21][CH:20]=2)[C:7]2[C:12]([C:13]=1[C:14]([O:16][CH3:17])=[O:15])=[CH:11][C:10]([OH:18])=[CH:9][CH:8]=2)=[O:4].[Cl:29][C:30]1[CH:31]=[C:32](B(O)O)[CH:33]=[CH:34][CH:35]=1.